Predict which catalyst facilitates the given reaction. From a dataset of Catalyst prediction with 721,799 reactions and 888 catalyst types from USPTO. (1) The catalyst class is: 1. Product: [C:1]([O:5][C:6](=[O:14])[NH:7][C@H:8]1[CH2:12][CH2:11][C@H:10]([N:60]=[N+:61]=[N-:62])[CH2:9]1)([CH3:4])([CH3:3])[CH3:2]. Reactant: [C:1]([O:5][C:6](=[O:14])[NH:7][C@H:8]1[CH2:12][CH2:11][C@@H:10](O)[CH2:9]1)([CH3:4])([CH3:3])[CH3:2].C1(P(C2C=CC=CC=2)C2C=CC=CC=2)C=CC=CC=1.CCOC(/N=N/C(OCC)=O)=O.C1C=CC(P([N:60]=[N+:61]=[N-:62])(C2C=CC=CC=2)=O)=CC=1. (2) Reactant: [BH4-].[Na+].[CH:3]1([CH2:6][O:7][C:8]2[CH:9]=[CH:10][C:11]3[C:15]([CH:16]=2)=[N:14][N:13]([C@H:17]2[CH2:22][CH2:21][C@H:20]([CH2:23][CH2:24][C:25](=[O:27])[CH3:26])[CH2:19][CH2:18]2)[CH:12]=3)[CH2:5][CH2:4]1. Product: [CH:3]1([CH2:6][O:7][C:8]2[CH:9]=[CH:10][C:11]3[C:15]([CH:16]=2)=[N:14][N:13]([C@H:17]2[CH2:22][CH2:21][C@H:20]([CH2:23][CH2:24][CH:25]([OH:27])[CH3:26])[CH2:19][CH2:18]2)[CH:12]=3)[CH2:5][CH2:4]1. The catalyst class is: 8. (3) Reactant: [CH3:1][N:2]([S:17]([CH3:20])(=[O:19])=[O:18])[C:3]1[CH:4]=[C:5]([C:13]([O:15][CH3:16])=[O:14])[CH:6]=[C:7]([CH:12]=1)[C:8]([O:10]C)=[O:9].[OH-].[K+].CO.Cl. Product: [CH3:16][O:15][C:13]([C:5]1[CH:6]=[C:7]([CH:12]=[C:3]([N:2]([CH3:1])[S:17]([CH3:20])(=[O:19])=[O:18])[CH:4]=1)[C:8]([OH:10])=[O:9])=[O:14]. The catalyst class is: 7. (4) Reactant: [C:1]([O:5][C:6]([C:8]1[O:9][C:10]2[CH:17]=[CH:16][CH:15]=[C:14]([OH:18])[C:11]=2[C:12]=1[CH3:13])=[O:7])([CH3:4])([CH3:3])[CH3:2].Br[CH2:20][C:21]([O:23][CH3:24])=[O:22].CN(C=O)C. Product: [C:1]([O:5][C:6]([C:8]1[O:9][C:10]2[CH:17]=[CH:16][CH:15]=[C:14]([O:18][CH2:20][C:21]([O:23][CH3:24])=[O:22])[C:11]=2[C:12]=1[CH3:13])=[O:7])([CH3:4])([CH3:2])[CH3:3]. The catalyst class is: 6. (5) Reactant: [F:1][C:2]1[C:7]([C:8](O)=[O:9])=[C:6]([CH3:11])[C:5]([N+:12]([O-:14])=[O:13])=[CH:4][CH:3]=1. Product: [F:1][C:2]1[C:7]([CH2:8][OH:9])=[C:6]([CH3:11])[C:5]([N+:12]([O-:14])=[O:13])=[CH:4][CH:3]=1. The catalyst class is: 1. (6) Reactant: [C:1]1([C:7]2[S:8][CH:9]=[C:10]([C:12]3[CH:13]=[C:14]4[C:19](=[CH:20][CH:21]=3)[CH:18]=[C:17]([O:22][CH2:23][C:24]#[N:25])[CH:16]=[CH:15]4)[N:11]=2)[CH:6]=[CH:5][CH:4]=[CH:3][CH:2]=1.[N-:26]=[N+:27]=[N-:28].[Na+].[Cl-].[NH4+]. Product: [C:1]1([C:7]2[S:8][CH:9]=[C:10]([C:12]3[CH:13]=[C:14]4[C:19](=[CH:20][CH:21]=3)[CH:18]=[C:17]([O:22][CH2:23][C:24]3[NH:28][N:27]=[N:26][N:25]=3)[CH:16]=[CH:15]4)[N:11]=2)[CH:2]=[CH:3][CH:4]=[CH:5][CH:6]=1. The catalyst class is: 3. (7) Reactant: [NH2:1][C:2]1[CH:7]=[CH:6][CH:5]=[C:4]([Cl:8])[N:3]=1.C[Si](C)(C)[N-][Si](C)(C)C.[Na+].[C:19](O[C:19]([O:21][C:22]([CH3:25])([CH3:24])[CH3:23])=[O:20])([O:21][C:22]([CH3:25])([CH3:24])[CH3:23])=[O:20]. Product: [Cl:8][C:4]1[N:3]=[C:2]([NH:1][C:19](=[O:20])[O:21][C:22]([CH3:25])([CH3:24])[CH3:23])[CH:7]=[CH:6][CH:5]=1. The catalyst class is: 7.